From a dataset of Full USPTO retrosynthesis dataset with 1.9M reactions from patents (1976-2016). Predict the reactants needed to synthesize the given product. (1) The reactants are: [F:1][C:2]1[CH:3]=[CH:4][C:5]2[O:9][CH:8]=[C:7]([CH:10]=O)[C:6]=2[CH:12]=1.[CH2:13]([O:15][C:16](=[O:28])[NH:17][C:18]1[CH:23]=[CH:22][C:21]([NH2:24])=[CH:20][C:19]=1[N+:25]([O-:27])=[O:26])[CH3:14].[BH4-].[Na+].O. Given the product [CH2:13]([O:15][C:16](=[O:28])[NH:17][C:18]1[CH:23]=[CH:22][C:21]([NH:24][CH2:10][C:7]2[C:6]3[CH:12]=[C:2]([F:1])[CH:3]=[CH:4][C:5]=3[O:9][CH:8]=2)=[CH:20][C:19]=1[N+:25]([O-:27])=[O:26])[CH3:14], predict the reactants needed to synthesize it. (2) Given the product [CH3:1][C:2]1[CH:7]=[CH:6][C:5]([OH:8])=[C:4]([C@@H:9]([C:19]2[CH:24]=[CH:23][CH:22]=[CH:21][CH:20]=2)[CH2:10][CH2:11][N:12]([CH:13]([CH3:15])[CH3:14])[CH:16]([CH3:17])[CH3:18])[CH:3]=1.[CH:25]([OH:34])([C:31]([OH:33])=[O:32])[CH:26]([OH:30])[C:27]([OH:29])=[O:28], predict the reactants needed to synthesize it. The reactants are: [CH3:1][C:2]1[CH:7]=[CH:6][C:5]([OH:8])=[C:4]([C@@H:9]([C:19]2[CH:24]=[CH:23][CH:22]=[CH:21][CH:20]=2)[CH2:10][CH2:11][N:12]([CH:16]([CH3:18])[CH3:17])[CH:13]([CH3:15])[CH3:14])[CH:3]=1.[C@H:25]([OH:34])([C:31]([OH:33])=[O:32])[C@@H:26]([OH:30])[C:27]([OH:29])=[O:28]. (3) Given the product [Br:1][C:2]1[CH:3]=[C:4]([CH3:12])[C:5]([N+:9]([O-:11])=[O:10])=[C:6]([CH:7]=1)[NH:14][CH3:13], predict the reactants needed to synthesize it. The reactants are: [Br:1][C:2]1[CH:3]=[C:4]([CH3:12])[C:5]([N+:9]([O-:11])=[O:10])=[C:6](F)[CH:7]=1.[CH3:13][NH2:14].C1COCC1. (4) Given the product [N:32]1[CH:33]=[CH:34][CH:35]=[CH:36][C:31]=1[C:29]1[N:30]=[C:26]([NH:25][C:21]([C:19]2[CH:18]=[CH:17][C:16]3[N:12]([CH2:11][CH2:10][CH2:9][NH2:8])[C:13]([CH3:24])=[N:14][C:15]=3[CH:20]=2)=[O:23])[S:27][CH:28]=1, predict the reactants needed to synthesize it. The reactants are: C(OC([NH:8][CH2:9][CH2:10][CH2:11][N:12]1[C:16]2[CH:17]=[CH:18][C:19]([C:21]([OH:23])=O)=[CH:20][C:15]=2[N:14]=[C:13]1[CH3:24])=O)(C)(C)C.[NH2:25][C:26]1[S:27][CH:28]=[C:29]([C:31]2[CH:36]=[CH:35][CH:34]=[CH:33][N:32]=2)[N:30]=1. (5) The reactants are: [CH:1]1([C:4]2[N:9]3[N:10]=[CH:11][C:12]([C:13]#[CH:14])=[C:8]3[N:7]=[C:6]([C:15]3[CH:20]=[CH:19][C:18]([C:21]([F:24])([F:23])[F:22])=[CH:17][CH:16]=3)[CH:5]=2)[CH2:3][CH2:2]1.Br[C:26]1[S:30][C:29]([S:31]([NH2:34])(=[O:33])=[O:32])=[CH:28][CH:27]=1. Given the product [CH:1]1([C:4]2[N:9]3[N:10]=[CH:11][C:12]([C:13]#[C:14][C:26]4[S:30][C:29]([S:31]([NH2:34])(=[O:33])=[O:32])=[CH:28][CH:27]=4)=[C:8]3[N:7]=[C:6]([C:15]3[CH:16]=[CH:17][C:18]([C:21]([F:22])([F:23])[F:24])=[CH:19][CH:20]=3)[CH:5]=2)[CH2:3][CH2:2]1, predict the reactants needed to synthesize it.